From a dataset of Full USPTO retrosynthesis dataset with 1.9M reactions from patents (1976-2016). Predict the reactants needed to synthesize the given product. (1) Given the product [CH3:35][O:36][C:37](=[O:40])[CH2:38][NH:39][C:30]([C:27]1[CH:26]=[CH:25][C:24]([C:21]2[CH:20]=[CH:19][C:18]([C@H:10]([C:11]3[CH:16]=[CH:15][CH:14]=[CH:13][C:12]=3[CH3:17])[CH2:9][C:8]([C:6]3[CH:5]=[CH:4][N:3]=[C:2]([CH3:1])[CH:7]=3)=[O:33])=[CH:23][CH:22]=2)=[CH:29][CH:28]=1)=[O:31], predict the reactants needed to synthesize it. The reactants are: [CH3:1][C:2]1[CH:7]=[C:6]([C:8](=[O:33])[CH2:9][C@H:10]([C:18]2[CH:23]=[CH:22][C:21]([C:24]3[CH:29]=[CH:28][C:27]([C:30](O)=[O:31])=[CH:26][CH:25]=3)=[CH:20][CH:19]=2)[C:11]2[CH:16]=[CH:15][CH:14]=[CH:13][C:12]=2[CH3:17])[CH:5]=[CH:4][N:3]=1.Cl.[CH3:35][O:36][C:37](=[O:40])[CH2:38][NH2:39]. (2) Given the product [NH2:22][C:4]1[N:5]=[CH:6][C:7]([S:8]([NH:9][C:10]2[CH:11]=[CH:12][C:13]3[CH2:17][O:16][B:15]([OH:18])[C:14]=3[CH:19]=2)(=[O:21])=[O:20])=[C:2]([Cl:1])[CH:3]=1, predict the reactants needed to synthesize it. The reactants are: [Cl:1][C:2]1[C:7]([S:8](=[O:21])(=[O:20])[NH:9][C:10]2[CH:11]=[CH:12][C:13]3[CH2:17][O:16][B:15]([OH:18])[C:14]=3[CH:19]=2)=[CH:6][N:5]=[C:4]([NH:22]C(=O)C)[CH:3]=1.